This data is from Forward reaction prediction with 1.9M reactions from USPTO patents (1976-2016). The task is: Predict the product of the given reaction. Given the reactants [O:1]1[CH2:5][CH2:4][O:3][CH:2]1[C:6]1[CH:27]=[C:9]2[C:10]([CH:16]([OH:26])[CH2:17][C:18]3[C:23]([Cl:24])=[CH:22][N:21]=[CH:20][C:19]=3[Cl:25])=[CH:11][CH:12]=[C:13]([O:14][CH3:15])[N:8]2[N:7]=1.CC(OI1(OC(C)=O)(OC(C)=O)OC(=O)C2C=CC=CC1=2)=O.C(=O)([O-])O.[Na+], predict the reaction product. The product is: [O:1]1[CH2:5][CH2:4][O:3][CH:2]1[C:6]1[CH:27]=[C:9]2[C:10]([C:16](=[O:26])[CH2:17][C:18]3[C:19]([Cl:25])=[CH:20][N:21]=[CH:22][C:23]=3[Cl:24])=[CH:11][CH:12]=[C:13]([O:14][CH3:15])[N:8]2[N:7]=1.